This data is from Experimentally validated miRNA-target interactions with 360,000+ pairs, plus equal number of negative samples. The task is: Binary Classification. Given a miRNA mature sequence and a target amino acid sequence, predict their likelihood of interaction. (1) The miRNA is mmu-miR-692 with sequence AUCUCUUUGAGCGCCUCACUC. The protein sequence of the target gene is MEAAAAVVAAEAEVENEDGDSSCGDVCFMDKGLQSISELSLDSTLHAVNLHCNNISKIEAIDHIWNLQHLDLSSNQISRIEGLNTLTKLCTLNLSCNLITKVEGLEELINLTRLNVSYNHIDDLSGLIPLHGIKHKLRYIDLHSNRIDSIHHLLQCMVGLHFLTNLILEKDGDDNPVCRLPGYRAVILQTLPQLRILDCKNIFGEPVNLTEINSSQLQCLEGLLDNLVSSDSPLNISEDEIIDRMPVITAPIDELVPLEQFASTPSDAVLTSFMSVCQSSEPEKNNHENDLQNEIKLQKL.... Result: 0 (no interaction). (2) The miRNA is hsa-miR-6134 with sequence UGAGGUGGUAGGAUGUAGA. The protein sequence of the target gene is MRPRSGGRPGATGRRRRRLRRRPRGLRCSRLPPPPPLPLLLGLLLAAAGPGAARAKETAFVEVVLFESSPSGDYTTYTTGLTGRFSRAGATLSAEGEIVQMHPLGLCNNNDEEDLYEYGWVGVVKLEQPELDPKPCLTVLGKAKRAVQRGATAVIFDVSENPEAIDQLNQGSEDPLKRPVVYVKGADAIKLMNIVNKQKVARARIQHRPPRQPTEYFDMGIFLAFFVVVSLVCLILLVKIKLKQRRSQNSMNRLAVQALEKMETRKFNSKSKGRREGSCGALDTLSSSSTSDCAICLEKY.... Result: 1 (interaction). (3) The miRNA is mmu-miR-1968-5p with sequence UGCAGCUGUUAAGGAUGGUGGACU. The protein sequence of the target gene is MTRECPSPAPGPGAPLSGSVLAEAAVVFAVVLSIHATVWDRYSWCAVALAVQAFYVQYKWDRLLQQGSAVFQFRMSANSGLLPASMVMPLLGLVMKERCQTAGNPFFERFGIVVAATGMAVALFSSVLALGITRPVPTNTCVILGLAGGVIIYIMKHSLSVGEVIEVLEVLLIFVYLNMILLYLLPRCFTPGEALLVLGGISFVLNQLIKRSLTLVESQGDPVDFFLLVVVVGMVLMGIFFSTLFVFMDSGTWASSIFFHLMTCVLSLGVVLPWLHRLIRRNPLLWLLQFLFQTDTRIYL.... Result: 0 (no interaction). (4) The miRNA is hsa-miR-17-5p with sequence CAAAGUGCUUACAGUGCAGGUAG. The protein sequence of the target gene is MKWLGESKNMVVNGRRNGGKLSNDHQQNQSKLQHTGKDTLKAGKNAVERRSNRCNGNSGFEGQSRYVPSSGMSAKELCENDDLATSLVLDPYLGFQTHKMNTSAFPSRSSRHFSKSDSFSHNNPVRFRPIKGRQEELKEVIERFKKDEHLEKAFKCLTSGEWARHYFLNKNKMQEKLFKEHVFIYLRMFATDSGFEILPCNRYSSEQNGAKIVATKEWKRNDKIELLVGCIAELSEIEENMLLRHGENDFSVMYSTRKNCAQLWLGPAAFINHDCRPNCKFVSTGRDTACVKALRDIEPG.... Result: 1 (interaction). (5) The miRNA is mmu-miR-3064-3p with sequence UGCCACACUGCAACACCUUACA. The protein sequence of the target gene is MRKGIQPALEQYLVTAGGGEGAAVVAAAAAASMDKRALLASPGFAAAAAPGTYIQILTTNPSTTSCATSLQSGALTAGPLLPSVPGTEPAASSLYTTPQGPSSRVGLLQQPPAPGRGGGGGPPAKRRLELGESGHQYLSDGLKTPKGKGRAALRSPDSPKTPKSPSEKTRYDTSLGLLTKKFIQLLSQSPDGVLDLNKAAEVLKVQKRRIYDITNVLEGIHLIKKKSKNNVQWMGCSLSEDGGMLAQCQGLSKEVTELSQEEKKLDELIQSCTLDLKLLTEDSENQRLAYVTYQDIRKIS.... Result: 0 (no interaction). (6) The miRNA is mmu-miR-467b-3p with sequence AUAUACAUACACACACCAACAC. The protein sequence of the target gene is MRLPWELLVLQSFILCLADDSTLHGPIFIQEPSPVMFPLDSEEKKVKLNCEVKGNPKPHIRWKLNGTDVDTGMDFRYSVVEGSLLINNPNKTQDAGTYQCTATNSFGTIVSREAKLQFAYLDNFKTRTRSTVSVRRGQGMVLLCGPPPHSGELSYAWIFNEYPSYQDNRRFVSQETGNLYIAKVEKSDVGNYTCVVTNTVTNHKVLGPPTPLILRNDGVMGEYEPKIEVQFPETVPTAKGATVKLECFALGNPVPTIIWRRADGKPIARKARRHKSNGILEIPNFQQEDAGLYECVAENS.... Result: 0 (no interaction). (7) The miRNA is hsa-miR-26b-5p with sequence UUCAAGUAAUUCAGGAUAGGU. The protein sequence of the target gene is MSTNNMSDPRRPNKVLRYKPPPSECNPALDDPTPDYMNLLGMIFSMCGLMLKLKWCAWVAVYCSFISFANSRSSEDTKQMMSSFMLSISAVVMSYLQNPQPMTPPW. Result: 1 (interaction).